Predict the reactants needed to synthesize the given product. From a dataset of Full USPTO retrosynthesis dataset with 1.9M reactions from patents (1976-2016). Given the product [C:13]1([N:19]=[C:20]([S:31][CH3:32])[CH:21]=[CH:22][S:23][C:24]2[CH:29]=[CH:28][C:27]([CH3:30])=[CH:26][CH:25]=2)[CH:14]=[CH:15][CH:16]=[CH:17][CH:18]=1, predict the reactants needed to synthesize it. The reactants are: CSC(=NC1C=CC=CC=1)C#C.[C:13]1([N:19]=[C:20]([S:31][CH3:32])[CH:21]=[CH:22][S:23][C:24]2[CH:29]=[CH:28][C:27]([CH3:30])=[CH:26][CH:25]=2)[CH:18]=[CH:17][CH:16]=[CH:15][CH:14]=1.CC1C=CC(S)=CC=1.